From a dataset of Retrosynthesis with 50K atom-mapped reactions and 10 reaction types from USPTO. Predict the reactants needed to synthesize the given product. (1) Given the product COc1ccc(-c2ccc3ncnc(-n4cccn4)c3c2)cc1OC, predict the reactants needed to synthesize it. The reactants are: COc1ccc(-c2ccc3ncnc(Cl)c3c2)cc1OC.c1cn[nH]c1. (2) Given the product COc1cc(-c2nc(NC(=O)c3cc4cc(C)cc(C)c4n3CC(=O)O)sc2CCC2CCCCC2)c(OC)cc1Cl, predict the reactants needed to synthesize it. The reactants are: COC(=O)Cn1c(C(=O)Nc2nc(-c3cc(OC)c(Cl)cc3OC)c(CCC3CCCCC3)s2)cc2cc(C)cc(C)c21. (3) Given the product COc1cc(CN2CCN(C(=O)c3ccc4c(c3)C(=O)c3ccccc3-4)CC2)cc(OC)c1OC, predict the reactants needed to synthesize it. The reactants are: COc1cc(CN2CCNCC2)cc(OC)c1OC.O=C(O)c1ccc2c(c1)C(=O)c1ccccc1-2. (4) Given the product Cn1c(C2CC2)nc2ccc(-n3ccc(OCc4ccsc4Cl)cc3=O)cc21, predict the reactants needed to synthesize it. The reactants are: Cn1c(C2CC2)nc2ccc(-n3ccc(O)cc3=O)cc21.OCc1ccsc1Cl. (5) Given the product CCCC(=O)c1c(-c2ccccc2)c2cc(Br)ccc2c(=O)n1Cc1ccc(S(C)(=O)=O)cc1, predict the reactants needed to synthesize it. The reactants are: CCCC(=O)CN(Cc1ccc(S(C)(=O)=O)cc1)C(=O)c1ccc(Br)cc1C(=O)c1ccccc1. (6) The reactants are: CN(C(=O)c1ccc(Cl)cc1)[C@@H]1CCNC[C@H]1c1ccc(Cl)c(Cl)c1.N#Cc1cccnc1Cl. Given the product CN(C(=O)c1ccc(Cl)cc1)[C@@H]1CCN(c2ncccc2C#N)C[C@H]1c1ccc(Cl)c(Cl)c1, predict the reactants needed to synthesize it.